From a dataset of Reaction yield outcomes from USPTO patents with 853,638 reactions. Predict the reaction yield, written as a fraction of the theoretical maximum amount of product (1.0 means a 100% yield; for example, 0.34 means a 34% yield). (1) The reactants are [CH2:1]([N:8]([CH:12]1[CH2:17][CH2:16][N:15](C(OC(C)(C)C)=O)[CH2:14][CH2:13]1)[C:9](=[O:11])[CH3:10])[C:2]1[CH:7]=[CH:6][CH:5]=[CH:4][CH:3]=1.Cl.O1CCOCC1. The catalyst is O1CCOCC1. The product is [CH2:1]([N:8]([CH:12]1[CH2:17][CH2:16][NH:15][CH2:14][CH2:13]1)[C:9](=[O:11])[CH3:10])[C:2]1[CH:3]=[CH:4][CH:5]=[CH:6][CH:7]=1. The yield is 0.670. (2) The reactants are C([NH:5][S:6]([CH2:9][C:10]([NH:12][C:13]1[CH:18]=[CH:17][CH:16]=[CH:15][CH:14]=1)=[O:11])(=[O:8])=[O:7])(C)(C)C. The catalyst is C(O)(C(F)(F)F)=O. The product is [S:6]([CH2:9][C:10]([NH:12][C:13]1[CH:18]=[CH:17][CH:16]=[CH:15][CH:14]=1)=[O:11])(=[O:7])(=[O:8])[NH2:5]. The yield is 0.960. (3) The reactants are Br[C:2]1[CH:7]=[CH:6][CH:5]=[CH:4][N:3]=1.C([Li])CCC.[NH2:13][C:14]1[CH:22]=[CH:21][C:20]([Cl:23])=[CH:19][C:15]=1[C:16](O)=[O:17].Cl[Si](C)(C)C.Cl. The catalyst is CCOCC.C1COCC1. The product is [NH2:13][C:14]1[CH:22]=[CH:21][C:20]([Cl:23])=[CH:19][C:15]=1[C:16]([C:2]1[CH:7]=[CH:6][CH:5]=[CH:4][N:3]=1)=[O:17]. The yield is 0.450. (4) The reactants are [Cl:1][C:2]1[CH:3]=[C:4]2[C:8](=[CH:9][CH:10]=1)[N:7]([C:11]1[N:15]([CH3:16])[N:14]=[C:13]([CH3:17])[C:12]=1/[CH:18]=[CH:19]/[C:20]([NH:22][S:23]([N:26]1[CH2:31][CH2:30][C:29](=[O:32])[CH2:28][CH2:27]1)(=[O:25])=[O:24])=[O:21])[CH:6]=[CH:5]2.[CH3:33][Mg]Br.[Cl-].[NH4+]. The catalyst is O1CCCC1. The product is [Cl:1][C:2]1[CH:3]=[C:4]2[C:8](=[CH:9][CH:10]=1)[N:7]([C:11]1[N:15]([CH3:16])[N:14]=[C:13]([CH3:17])[C:12]=1/[CH:18]=[CH:19]/[C:20]([NH:22][S:23]([N:26]1[CH2:27][CH2:28][C:29]([OH:32])([CH3:33])[CH2:30][CH2:31]1)(=[O:25])=[O:24])=[O:21])[CH:6]=[CH:5]2. The yield is 0.490. (5) The reactants are [OH:1][C:2]1[CH:9]=[CH:8][C:5]([CH:6]=O)=[CH:4][C:3]=1[CH3:10].[Cl-].O[NH3+:13]. The catalyst is C(O)(=O)C.C(OCC)C. The product is [OH:1][C:2]1[CH:9]=[CH:8][C:5]([C:6]#[N:13])=[CH:4][C:3]=1[CH3:10]. The yield is 0.660.